Predict the product of the given reaction. From a dataset of Forward reaction prediction with 1.9M reactions from USPTO patents (1976-2016). Given the reactants C(O[C:6]([N:8]1[CH2:13][CH2:12][CH:11]([N:14]2[CH:18]=[C:17]([B:19]3[O:23][C:22]([CH3:25])([CH3:24])[C:21]([CH3:27])([CH3:26])[O:20]3)[CH:16]=[N:15]2)[CH2:10][CH2:9]1)=O)(C)(C)C.Cl.C(N(CC)CC)C.IC, predict the reaction product. The product is: [CH3:6][N:8]1[CH2:9][CH2:10][CH:11]([N:14]2[CH:18]=[C:17]([B:19]3[O:23][C:22]([CH3:25])([CH3:24])[C:21]([CH3:27])([CH3:26])[O:20]3)[CH:16]=[N:15]2)[CH2:12][CH2:13]1.